This data is from Forward reaction prediction with 1.9M reactions from USPTO patents (1976-2016). The task is: Predict the product of the given reaction. Given the reactants CS(O[CH:6]1[CH2:10][O:9][CH:8]2[CH:11]([O:14][CH3:15])[CH2:12][O:13][CH:7]12)(=O)=O.[N-:16]=[N+:17]=[N-:18].[Na+], predict the reaction product. The product is: [N:16]([CH:6]1[CH2:10][O:9][CH:8]2[CH:11]([O:14][CH3:15])[CH2:12][O:13][CH:7]12)=[N+:17]=[N-:18].